This data is from Reaction yield outcomes from USPTO patents with 853,638 reactions. The task is: Predict the reaction yield, written as a fraction of the theoretical maximum amount of product (1.0 means a 100% yield; for example, 0.34 means a 34% yield). (1) The reactants are [F:1][C:2]([F:38])([F:37])[C:3]1[CH:4]=[C:5]([C@H:13]([O:15][C@H:16]2[CH2:20][N:19]([C:21]([O:23][C:24]([CH3:27])([CH3:26])[CH3:25])=[O:22])[C@@H:18]([CH:28]=[O:29])[C@@H:17]2[C:30]2[CH:35]=[CH:34][C:33]([F:36])=[CH:32][CH:31]=2)[CH3:14])[CH:6]=[C:7]([C:9]([F:12])([F:11])[F:10])[CH:8]=1.[O-:39]Cl=O.[Na+]. The catalyst is C(OCC)(=O)C.CCCCCC.O.ClCCl. The product is [F:38][C:2]([F:1])([F:37])[C:3]1[CH:4]=[C:5]([C@H:13]([O:15][C@H:16]2[CH2:20][N:19]([C:21]([O:23][C:24]([CH3:25])([CH3:27])[CH3:26])=[O:22])[C@@H:18]([C:28]([OH:39])=[O:29])[C@@H:17]2[C:30]2[CH:35]=[CH:34][C:33]([F:36])=[CH:32][CH:31]=2)[CH3:14])[CH:6]=[C:7]([C:9]([F:10])([F:11])[F:12])[CH:8]=1. The yield is 0.970. (2) The yield is 0.770. The reactants are [CH3:1][C:2]1[CH:12]=[CH:11][C:5]([C:6]([O:8][CH2:9][CH3:10])=[O:7])=[CH:4][C:3]=1[N+:13]([O-:15])=[O:14].[CH2:16]([O:18][C:19](=[O:25])[C:20](OCC)=[O:21])[CH3:17].[O-]CC.[Na+]. The product is [CH2:16]([O:18][C:19](=[O:25])[C:20](=[O:21])[CH2:1][C:2]1[CH:12]=[CH:11][C:5]([C:6]([O:8][CH2:9][CH3:10])=[O:7])=[CH:4][C:3]=1[N+:13]([O-:15])=[O:14])[CH3:17]. The catalyst is C(O)C. (3) The reactants are [OH:1][C:2]1[CH:7]=[CH:6][C:5]([C:8]2[O:17][C:12]3=[N:13][CH:14]=[CH:15][CH:16]=[C:11]3[C:10](=[O:18])[CH:9]=2)=[CH:4][CH:3]=1.[CH3:19][C:20](OC(C)=O)=[O:21].O. The catalyst is CN(C1C=CN=CC=1)C.N1C=CC=CC=1. The product is [C:20]([O:1][C:2]1[CH:3]=[CH:4][C:5]([C:8]2[O:17][C:12]3=[N:13][CH:14]=[CH:15][CH:16]=[C:11]3[C:10](=[O:18])[CH:9]=2)=[CH:6][CH:7]=1)(=[O:21])[CH3:19]. The yield is 0.530. (4) The reactants are [CH2:1]([O:3][C:4](=[O:18])[C:5]1[C:10]([N+:11]([O-:13])=[O:12])=[CH:9][CH:8]=[C:7]([CH3:14])[C:6]=1[N+:15]([O-:17])=[O:16])[CH3:2].CO[CH:21]([N:24]([CH3:26])[CH3:25])OC. The catalyst is CN(C=O)C. The product is [CH2:1]([O:3][C:4](=[O:18])[C:5]1[C:10]([N+:11]([O-:13])=[O:12])=[CH:9][CH:8]=[C:7]([CH:14]=[CH:21][N:24]([CH3:26])[CH3:25])[C:6]=1[N+:15]([O-:17])=[O:16])[CH3:2]. The yield is 0.580. (5) The reactants are Cl[CH2:2][C:3]1[NH:12][C:11](=[O:13])[C:10]2[C:5](=[CH:6][CH:7]=[CH:8][CH:9]=2)[N:4]=1.[CH2:14]([N:21]1[CH2:26][CH2:25][NH:24][C@@H:23]([CH2:27][CH:28]([CH3:30])[CH3:29])[CH2:22]1)[C:15]1[CH:20]=[CH:19][CH:18]=[CH:17][CH:16]=1.C(=O)([O-])[O-].[K+].[K+]. The catalyst is C(#N)C. The product is [CH2:14]([N:21]1[CH2:26][CH2:25][N:24]([CH2:2][C:3]2[NH:12][C:11](=[O:13])[C:10]3[C:5](=[CH:6][CH:7]=[CH:8][CH:9]=3)[N:4]=2)[C@@H:23]([CH2:27][CH:28]([CH3:30])[CH3:29])[CH2:22]1)[C:15]1[CH:16]=[CH:17][CH:18]=[CH:19][CH:20]=1. The yield is 0.340. (6) The reactants are [NH2:1][C:2]1[C:11]([N+:12]([O-])=O)=[CH:10][CH:9]=[CH:8][C:3]=1[C:4]([NH:6][CH3:7])=[O:5]. The catalyst is CCOC(C)=O.[Pd]. The product is [NH2:1][C:2]1[C:11]([NH2:12])=[CH:10][CH:9]=[CH:8][C:3]=1[C:4]([NH:6][CH3:7])=[O:5]. The yield is 0.910. (7) The reactants are [C:1]1([C:7]#[CH:8])[CH:6]=[CH:5][CH:4]=[CH:3][CH:2]=1.[F:9][C:10]([F:22])([F:21])[C:11]1[CH:12]=[C:13]([CH:18]=[CH:19][CH:20]=1)[CH2:14][N:15]=[N+:16]=[N-:17].O=C1O[C@H]([C@H](CO)O)C([O-])=C1O.[Na+]. The catalyst is CC(O)(C)C.O.[O-]S([O-])(=O)=O.[Cu+2]. The product is [C:1]1([C:7]2[N:17]=[N:16][N:15]([CH2:14][C:13]3[CH:18]=[CH:19][CH:20]=[C:11]([C:10]([F:9])([F:22])[F:21])[CH:12]=3)[CH:8]=2)[CH:6]=[CH:5][CH:4]=[CH:3][CH:2]=1. The yield is 0.920.